From a dataset of Full USPTO retrosynthesis dataset with 1.9M reactions from patents (1976-2016). Predict the reactants needed to synthesize the given product. (1) Given the product [CH3:8][N:5]1[CH2:6][CH2:7][CH:2]([O:1][CH:28]2[C:12]3[CH:13]=[CH:14][CH:15]=[CH:16][C:11]=3[CH2:10][CH2:9][N:17]3[C:18]2=[N:19][C:20]([C:22]2[CH:27]=[CH:26][CH:25]=[CH:24][CH:23]=2)=[CH:21]3)[CH2:3][CH2:4]1, predict the reactants needed to synthesize it. The reactants are: [OH:1][CH:2]1[CH2:7][CH2:6][N:5]([CH3:8])[CH2:4][CH2:3]1.[CH2:9]([N:17]1[CH:21]=[C:20]([C:22]2[CH:27]=[CH:26][CH:25]=[CH:24][CH:23]=2)[N:19]=[C:18]1[CH:28]=O)[CH2:10][C:11]1[CH:16]=[CH:15][CH:14]=[CH:13][CH:12]=1.C([O-])([O-])=O.[Na+].[Na+]. (2) Given the product [Cl:1][C:2]1[CH:3]=[C:4]([CH:7]=[C:8]([O:10][CH3:11])[CH:9]=1)[CH2:5][OH:6], predict the reactants needed to synthesize it. The reactants are: [Cl:1][C:2]1[CH:3]=[C:4]([CH:7]=[C:8]([O:10][CH3:11])[CH:9]=1)[CH:5]=[O:6].[BH4-].[Na+].Cl.[H][H]. (3) Given the product [F:34][C:35]1[CH:40]=[CH:39][CH:38]=[C:37]([F:41])[C:36]=1[C:2]1[CH:3]=[CH:4][C:5]2[N:6]([C:8]([NH:11][C:12]3[CH:13]=[N:14][CH:15]=[CH:16][C:17]=3[N:18]3[CH2:23][C@H:22]([CH3:24])[CH2:21][C@H:20]([NH:25][C:26](=[O:32])[O:27][C:28]([CH3:31])([CH3:29])[CH3:30])[CH2:19]3)=[N:9][N:10]=2)[N:7]=1, predict the reactants needed to synthesize it. The reactants are: Cl[C:2]1[CH:3]=[CH:4][C:5]2[N:6]([C:8]([NH:11][C:12]3[CH:13]=[N:14][CH:15]=[CH:16][C:17]=3[N:18]3[CH2:23][C@H:22]([CH3:24])[CH2:21][C@H:20]([NH:25][C:26](=[O:32])[O:27][C:28]([CH3:31])([CH3:30])[CH3:29])[CH2:19]3)=[N:9][N:10]=2)[N:7]=1.[Br-].[F:34][C:35]1[CH:40]=[CH:39][CH:38]=[C:37]([F:41])[C:36]=1[Zn+].